From a dataset of NCI-60 drug combinations with 297,098 pairs across 59 cell lines. Regression. Given two drug SMILES strings and cell line genomic features, predict the synergy score measuring deviation from expected non-interaction effect. (1) Drug 1: CC1OCC2C(O1)C(C(C(O2)OC3C4COC(=O)C4C(C5=CC6=C(C=C35)OCO6)C7=CC(=C(C(=C7)OC)O)OC)O)O. Drug 2: C1CN(P(=O)(OC1)NCCCl)CCCl. Synergy scores: CSS=12.0, Synergy_ZIP=-0.795, Synergy_Bliss=4.19, Synergy_Loewe=-9.54, Synergy_HSA=1.33. Cell line: MDA-MB-435. (2) Drug 1: C1=CC(=CC=C1C#N)C(C2=CC=C(C=C2)C#N)N3C=NC=N3. Drug 2: CC1=C(C(=O)C2=C(C1=O)N3CC4C(C3(C2COC(=O)N)OC)N4)N. Cell line: ACHN. Synergy scores: CSS=50.1, Synergy_ZIP=-1.32, Synergy_Bliss=-0.760, Synergy_Loewe=-21.9, Synergy_HSA=-2.57.